Dataset: Full USPTO retrosynthesis dataset with 1.9M reactions from patents (1976-2016). Task: Predict the reactants needed to synthesize the given product. (1) Given the product [CH2:35]([O:42][NH:43][C:9](=[O:11])[C@H:8]([N:7]([CH2:6][C:5]1[CH:31]=[CH:32][C:33]2[O:34][CH2:1][O:2][C:3]=2[CH:4]=1)[S:18]([C:21]1[C:26]([CH3:27])=[CH:25][C:24]([O:28][CH3:29])=[CH:23][C:22]=1[CH3:30])(=[O:20])=[O:19])[CH2:12][NH:13][S:14]([CH3:17])(=[O:15])=[O:16])[C:36]1[CH:41]=[CH:40][CH:39]=[CH:38][CH:37]=1, predict the reactants needed to synthesize it. The reactants are: [CH2:1]1[O:34][C:33]2[CH:32]=[CH:31][C:5]([CH2:6][N:7]([S:18]([C:21]3[C:26]([CH3:27])=[CH:25][C:24]([O:28][CH3:29])=[CH:23][C:22]=3[CH3:30])(=[O:20])=[O:19])[C@H:8]([CH2:12][NH:13][S:14]([CH3:17])(=[O:16])=[O:15])[C:9]([OH:11])=O)=[CH:4][C:3]=2[O:2]1.[CH2:35]([O:42][NH2:43])[C:36]1[CH:41]=[CH:40][CH:39]=[CH:38][CH:37]=1.O.ON1C2C=CC=CC=2N=N1.CN1CCOCC1. (2) Given the product [Br:21][C:19]1[CH:20]=[C:13]2[C:14]([C:15]([NH:35][C@H:31]3[CH2:33][CH2:34][N:29]([C:27]([O:26][C:22]([CH3:23])([CH3:24])[CH3:25])=[O:28])[CH2:30]3)=[N:16][C:5]([C:4]3[CH:8]=[CH:9][CH:10]=[CH:11][C:3]=3[OH:2])=[N:12]2)=[CH:17][CH:18]=1, predict the reactants needed to synthesize it. The reactants are: C[O:2][C:3]1[CH:11]=[CH:10][CH:9]=[CH:8][C:4]=1[C:5](Cl)=O.[NH2:12][C:13]1[CH:20]=[C:19]([Br:21])[CH:18]=[CH:17][C:14]=1[C:15]#[N:16].[C:22]([O:26][C:27]([N:29]1[CH2:34][CH2:33]C[C@H:31]([NH2:35])[CH2:30]1)=[O:28])([CH3:25])([CH3:24])[CH3:23].